Dataset: Full USPTO retrosynthesis dataset with 1.9M reactions from patents (1976-2016). Task: Predict the reactants needed to synthesize the given product. Given the product [N:24]1[CH:25]=[CH:26][CH:27]=[CH:28][C:23]=1[O:22][CH2:21][C:20]1[CH:19]=[CH:18][C:17]([CH2:16][N:1]2[CH:5]=[C:4]([C:6]3[C:7]([NH2:12])=[N:8][CH:9]=[CH:10][CH:11]=3)[CH:3]=[N:2]2)=[CH:30][CH:29]=1, predict the reactants needed to synthesize it. The reactants are: [NH:1]1[CH:5]=[C:4]([C:6]2[C:7]([NH2:12])=[N:8][CH:9]=[CH:10][CH:11]=2)[CH:3]=[N:2]1.[H-].[Na+].Cl[CH2:16][C:17]1[CH:30]=[CH:29][C:20]([CH2:21][O:22][C:23]2[CH:28]=[CH:27][CH:26]=[CH:25][N:24]=2)=[CH:19][CH:18]=1.